From a dataset of Forward reaction prediction with 1.9M reactions from USPTO patents (1976-2016). Predict the product of the given reaction. (1) The product is: [NH2:25][C@@H:3]1[C:2](=[O:1])[N:8]([C:9]2[CH:14]=[CH:13][CH:12]=[CH:11][N:10]=2)[C:7]2[CH:15]=[CH:16][CH:17]=[CH:18][C:6]=2[C:5]([C:19]2[CH:24]=[CH:23][CH:22]=[CH:21][CH:20]=2)=[N:4]1. Given the reactants [O:1]=[C:2]1[N:8]([C:9]2[CH:14]=[CH:13][CH:12]=[CH:11][N:10]=2)[C:7]2[CH:15]=[CH:16][CH:17]=[CH:18][C:6]=2[C:5]([C:19]2[CH:24]=[CH:23][CH:22]=[CH:21][CH:20]=2)=[N:4][CH:3]1[NH:25]C(=O)OCC1C=CC=CC=1.Br.CC(O)=O, predict the reaction product. (2) Given the reactants [N:1]([C@@H:4]1[CH2:24][CH2:23][C@@:22]2([CH3:25])[C@@H:6]([CH2:7][CH2:8][C@@H:9]3[C@@H:21]2[CH2:20][CH2:19][C@@:18]2([CH3:26])[C@H:10]3[CH2:11][CH2:12][C@@H:13]2[C:14](=[O:17])[CH2:15]Br)[CH2:5]1)=[N+:2]=[N-:3].[N-:27]=[N+:28]=[N-:29].[Na+].O.C(OCC)(=O)C, predict the reaction product. The product is: [N:1]([C@@H:4]1[CH2:24][CH2:23][C@@:22]2([CH3:25])[C@@H:6]([CH2:7][CH2:8][C@@H:9]3[C@@H:21]2[CH2:20][CH2:19][C@@:18]2([CH3:26])[C@H:10]3[CH2:11][CH2:12][C@@H:13]2[C:14](=[O:17])[CH2:15][N:27]=[N+:28]=[N-:29])[CH2:5]1)=[N+:2]=[N-:3]. (3) The product is: [NH2:37][CH2:36][CH2:35][C@H:32]1[CH2:33][CH2:34][C@H:29]([CH2:28][NH:27][CH2:26][CH2:25][C:16]2[C:15]([CH2:14][N:7]([CH2:6][C:5]3[CH:48]=[C:49]([C:51]([F:52])([F:53])[F:54])[CH:50]=[C:3]([C:2]([F:56])([F:55])[F:1])[CH:4]=3)[C:8]3[N:9]=[N:10][N:11]([CH3:13])[N:12]=3)=[CH:20][C:19]([C:21]([F:22])([F:24])[F:23])=[CH:18][N:17]=2)[CH2:30][CH2:31]1. Given the reactants [F:1][C:2]([F:56])([F:55])[C:3]1[CH:4]=[C:5]([CH:48]=[C:49]([C:51]([F:54])([F:53])[F:52])[CH:50]=1)[CH2:6][N:7]([CH2:14][C:15]1[C:16]([CH2:25][CH2:26][NH:27][CH2:28][C@H:29]2[CH2:34][CH2:33][C@H:32]([CH2:35][CH2:36][N:37]3C(=O)C4C(=CC=CC=4)C3=O)[CH2:31][CH2:30]2)=[N:17][CH:18]=[C:19]([C:21]([F:24])([F:23])[F:22])[CH:20]=1)[C:8]1[N:9]=[N:10][N:11]([CH3:13])[N:12]=1, predict the reaction product. (4) Given the reactants BrC1C(O)=C(C(CS(C2C=CC=C(Cl)C=2)(=O)=O)=CC=1)C(OC)=O.[C:24]1([S:30]([CH2:33][C:34]2[C:39]([C:40]([O:42][CH3:43])=[O:41])=[C:38]([O:44]C)[C:37]([CH2:46][CH3:47])=[CH:36][CH:35]=2)(=[O:32])=[O:31])[CH:29]=[CH:28][CH:27]=[CH:26][CH:25]=1, predict the reaction product. The product is: [C:24]1([S:30]([CH2:33][C:34]2[C:39]([C:40]([O:42][CH3:43])=[O:41])=[C:38]([OH:44])[C:37]([CH2:46][CH3:47])=[CH:36][CH:35]=2)(=[O:32])=[O:31])[CH:25]=[CH:26][CH:27]=[CH:28][CH:29]=1.